Dataset: Catalyst prediction with 721,799 reactions and 888 catalyst types from USPTO. Task: Predict which catalyst facilitates the given reaction. (1) Reactant: [C:1]([O:22][CH2:23][CH2:24][CH2:25][CH3:26])(=[O:21])[C:2]1[C:3](=[CH:7][C:8](=[C:12]([CH:20]=1)[C:13]([O:15][CH2:16][CH2:17][CH2:18][CH3:19])=[O:14])[C:9]([O-:11])=[O:10])[C:4]([O-:6])=[O:5].S(Cl)([Cl:29])=O. Product: [Cl-:29].[Cl-:29].[C:13]([O:15][CH2:16][CH2:17][CH2:18][CH3:19])(=[O:14])[C:12]1[C:8](=[CH:7][C:3](=[C:2]([CH:20]=1)[C:1]([O:22][CH2:23][CH2:24][CH2:25][CH3:26])=[O:21])[C:4]([O-:6])=[O:5])[C:9]([O-:11])=[O:10]. The catalyst class is: 37. (2) Reactant: [CH3:1][C:2]1[CH:3]=[C:4]([CH:8]2[N:12]([C:13]3[CH:18]=[CH:17][C:16]([O:19][C:20]([F:23])([F:22])[F:21])=[CH:15][CH:14]=3)[C:11](=[O:24])[C:10](NC3C=CC(OC(F)(F)F)=CC=3)=[CH:9]2)[CH:5]=[CH:6][CH:7]=1.C(O)(=[O:39])C.COC1CCC(OC)O1.C(O)(C(F)(F)F)=O. Product: [OH:39][C:10]1[C:11](=[O:24])[N:12]([C:13]2[CH:18]=[CH:17][C:16]([O:19][C:20]([F:22])([F:23])[F:21])=[CH:15][CH:14]=2)[CH:8]([C:4]2[CH:3]=[C:2]([CH3:1])[CH:7]=[CH:6][CH:5]=2)[CH:9]=1. The catalyst class is: 90. (3) Reactant: C([O:3][C:4]([CH:6]1[CH2:11][CH2:10][CH:9]([N:12]2[CH2:17][CH2:16][N:15]([C:18]([O:20][C:21]([CH3:24])([CH3:23])[CH3:22])=[O:19])[CH2:14][CH2:13]2)[CH2:8][CH2:7]1)=O)C.[BH4-].[Li+].Cl.[OH-].[Na+]. Product: [OH:3][CH2:4][CH:6]1[CH2:7][CH2:8][CH:9]([N:12]2[CH2:13][CH2:14][N:15]([C:18]([O:20][C:21]([CH3:24])([CH3:23])[CH3:22])=[O:19])[CH2:16][CH2:17]2)[CH2:10][CH2:11]1. The catalyst class is: 1. (4) Reactant: Cl[C:2]1[CH:7]=[C:6]([Cl:8])[N:5]=[C:4]([CH2:9][P:10](=[O:17])([O:14][CH2:15][CH3:16])[O:11][CH2:12][CH3:13])[N:3]=1.C(O)(=O)C.[NH2:22][CH:23]1[CH2:28][CH2:27][O:26][CH2:25][CH2:24]1.C(N(CC)CC)C. Product: [Cl:8][C:6]1[CH:7]=[C:2]([NH:22][CH:23]2[CH2:28][CH2:27][O:26][CH2:25][CH2:24]2)[N:3]=[C:4]([CH2:9][P:10](=[O:17])([O:14][CH2:15][CH3:16])[O:11][CH2:12][CH3:13])[N:5]=1. The catalyst class is: 391. (5) Reactant: [C:1]([NH:4][C:5]1[S:20][C:8]2[CH2:9][N:10](C(OC(C)(C)C)=O)[CH2:11][CH2:12][C:7]=2[C:6]=1[C:21]1[N:22]=[N:23][N:24]([CH3:26])[N:25]=1)(=[O:3])[CH3:2].[F:27][C:28]([F:33])([F:32])[C:29]([OH:31])=[O:30]. Product: [F:27][C:28]([F:33])([F:32])[C:29]([O-:31])=[O:30].[C:1]([NH:4][C:5]1[S:20][C:8]2[CH2:9][NH2+:10][CH2:11][CH2:12][C:7]=2[C:6]=1[C:21]1[N:22]=[N:23][N:24]([CH3:26])[N:25]=1)(=[O:3])[CH3:2]. The catalyst class is: 4. (6) Reactant: Cl[C:2]1[CH:11]=[C:10]2[C:5]([C:6]([OH:19])=[C:7]([C:12]3[CH:17]=[CH:16][CH:15]=[CH:14][C:13]=3[Cl:18])[N:8]=[CH:9]2)=[CH:4][N:3]=1.[CH:20]1([C:23]([NH2:25])=[O:24])[CH2:22][CH2:21]1.C(=O)([O-])[O-].[Cs+].[Cs+]. Product: [Cl:18][C:13]1[CH:14]=[CH:15][CH:16]=[CH:17][C:12]=1[C:7]1[C:6]([OH:19])=[C:5]2[C:10]([CH:11]=[C:2]([NH:25][C:23]([CH:20]3[CH2:22][CH2:21]3)=[O:24])[N:3]=[CH:4]2)=[CH:9][N:8]=1. The catalyst class is: 54. (7) Reactant: [Cl:1][C:2]1[C:3]([C:23]([F:26])([F:25])[F:24])=[CH:4][C:5]2[N:9]=[C:8]([CH2:10][CH3:11])[N:7]([C:12]3[CH:17]=[CH:16][C:15]([CH2:18][CH:19](O)[CH3:20])=[CH:14][CH:13]=3)[C:6]=2[CH:22]=1.C1(P(C2C=CC=CC=2)C2C=CC=CC=2)C=CC=CC=1.C1(P([N:60]=[N+:61]=[N-:62])(C2C=CC=CC=2)=O)C=CC=CC=1.N(C(OCC)=O)=NC(OCC)=O. Product: [N:60]([CH:19]([CH3:20])[CH2:18][C:15]1[CH:16]=[CH:17][C:12]([N:7]2[C:6]3[CH:22]=[C:2]([Cl:1])[C:3]([C:23]([F:26])([F:25])[F:24])=[CH:4][C:5]=3[N:9]=[C:8]2[CH2:10][CH3:11])=[CH:13][CH:14]=1)=[N+:61]=[N-:62]. The catalyst class is: 54. (8) Reactant: [CH:1]1(CO)[CH2:3][CH2:2]1.Cl[C:7]1[N:12]=[CH:11][N:10]=[C:9]([NH:13][C:14]2[CH:22]=[CH:21][C:17]([C:18]([OH:20])=[O:19])=[CH:16][CH:15]=2)[CH:8]=1.[H-].[Na+].[O:25]1CCOCC1. Product: [CH:1]1([O:25][C:7]2[N:12]=[CH:11][N:10]=[C:9]([NH:13][C:14]3[CH:22]=[CH:21][C:17]([C:18]([OH:20])=[O:19])=[CH:16][CH:15]=3)[CH:8]=2)[CH2:3][CH2:2]1. The catalyst class is: 6. (9) Reactant: [OH:1][C@@H:2]1[CH2:6][O:5][CH2:4][C@H:3]1[O:7][C:8]1[CH:15]=[CH:14][C:11]([CH:12]=O)=[CH:10][CH:9]=1.[C:16](#[N:20])[CH2:17][C:18]#[N:19].CN1CCOCC1. Product: [OH:1][C@@H:2]1[CH2:6][O:5][CH2:4][C@H:3]1[O:7][C:8]1[CH:15]=[CH:14][C:11]([CH:12]=[C:17]([C:16]#[N:20])[C:18]#[N:19])=[CH:10][CH:9]=1. The catalyst class is: 8. (10) Reactant: Cl.[CH3:2][O:3][C:4](=[O:11])[CH2:5][CH2:6][C:7]([CH2:9][NH2:10])=[O:8].[P:12](=[O:16])([OH:15])([OH:14])[OH:13].C(N(CC)CC)C.C(O)C. Product: [P:12]([OH:16])([OH:15])([OH:14])=[O:13].[CH3:2][O:3][C:4](=[O:11])[CH2:5][CH2:6][C:7]([CH2:9][NH2:10])=[O:8]. The catalyst class is: 6.